Dataset: Forward reaction prediction with 1.9M reactions from USPTO patents (1976-2016). Task: Predict the product of the given reaction. (1) Given the reactants O=[C:2]1[CH2:5][C:4]2([CH2:10][CH2:9][N:8](C(OC(C)(C)C)=O)[CH2:7][CH2:6]2)[CH2:3]1.[Cl:18][C:19]1[CH:24]=[CH:23][C:22]([Mg]Br)([F:25])[CH2:21][CH:20]=1.C([SiH](CC)CC)C.FC(F)(F)C(O)=O, predict the reaction product. The product is: [ClH:18].[Cl:18][C:19]1[CH:20]=[CH:21][C:22]([F:25])=[C:23]([CH:2]2[CH2:3][C:4]3([CH2:6][CH2:7][NH:8][CH2:9][CH2:10]3)[CH2:5]2)[CH:24]=1. (2) Given the reactants C[Al](C)C.[CH2:5]([NH2:8])[CH2:6][NH2:7].C(O[C:12](=O)[CH2:13][NH:14][C:15]1[CH:20]=[CH:19][C:18]([Br:21])=[C:17]([Cl:22])[CH:16]=1)C, predict the reaction product. The product is: [Br:21][C:18]1[CH:19]=[CH:20][C:15]([NH:14][CH2:13][C:12]2[NH:7][CH2:6][CH2:5][N:8]=2)=[CH:16][C:17]=1[Cl:22]. (3) Given the reactants [NH2:1][C:2]1[CH:15]=[C:14]2[C:16]3[C:17]4[C:11]([C:12](=[O:19])[C:13]2=[O:18])=[CH:10][CH:9]=[CH:8][C:7]=4[C:6](=[O:20])[C:5](=[O:21])[C:4]=3[CH:3]=1.[Cl-].N1[CH:28]=[CH:27][CH:26]=CC=1.C1OC(=O)[O:31][CH:30]1CO, predict the reaction product. The product is: [CH:3]1[C:4]2=[C:16]3[C:17]4[C:11](=[CH:10][CH:9]=[CH:8][C:7]=4[C:6](=[O:20])[C:5]2=[O:21])[C:12](=[O:19])[C:13](=[O:18])[C:14]3=[CH:15][C:2]=1[NH:1][C:30](=[O:31])[C:27]([CH3:26])=[CH2:28]. (4) Given the reactants [CH3:1][C:2]1([CH3:25])[CH2:11][CH2:10][C:9]([CH3:13])([CH3:12])[C:8]2[CH:7]=[C:6]([C:14]3[O:18][C:17]([CH:19]4[CH2:24][CH2:23][NH:22][CH2:21][CH2:20]4)=[N:16][N:15]=3)[CH:5]=[CH:4][C:3]1=2.[OH:26][CH2:27][CH2:28][CH2:29][CH2:30][CH:31]=O, predict the reaction product. The product is: [CH3:1][C:2]1([CH3:25])[CH2:11][CH2:10][C:9]([CH3:12])([CH3:13])[C:8]2[CH:7]=[C:6]([C:14]3[O:18][C:17]([CH:19]4[CH2:24][CH2:23][N:22]([CH2:31][CH2:30][CH2:29][CH2:28][CH2:27][OH:26])[CH2:21][CH2:20]4)=[N:16][N:15]=3)[CH:5]=[CH:4][C:3]1=2. (5) The product is: [CH:5]1[CH:10]=[CH:9][C:8]([C:14]([OH:16])=[O:15])=[C:7]([C:17]2[C:18]3[CH:23]=[CH:22][C:21]([OH:24])=[CH:20][C:19]=3[O:25][C:26]3[C:27]=2[CH:28]=[CH:29][C:30]([CH:31]=3)=[O:32])[CH:6]=1. Given the reactants C(=O)([O-])[O-].[CH:5]1[C:10](N=C=S)=[CH:9][C:8]2[C:14]([O:16][C:17]3([C:27]4[CH:28]=[CH:29][C:30]([OH:32])=[CH:31][C:26]=4[O:25][C:19]4[CH:20]=[C:21]([OH:24])[CH:22]=[CH:23][C:18]3=4)[C:7]=2[CH:6]=1)=[O:15].C1(=O)OC(=O)CC1, predict the reaction product.